This data is from Experimentally validated miRNA-target interactions with 360,000+ pairs, plus equal number of negative samples. The task is: Binary Classification. Given a miRNA mature sequence and a target amino acid sequence, predict their likelihood of interaction. The miRNA is mmu-miR-7233-3p with sequence UAUUGUCUGCCUUUAGGUCUAC. The protein sequence of the target gene is MGQPAKVLQLFKTLHRTRQQVFKNDKRALEAARVKINEEFKKHKNETSPEKIKEMMKLGSDVELLLRTAVIQGIHTDHDTLQLVPRKDLLTENVPYCDAPTQKQ. Result: 0 (no interaction).